From a dataset of Full USPTO retrosynthesis dataset with 1.9M reactions from patents (1976-2016). Predict the reactants needed to synthesize the given product. Given the product [CH3:28][C:9]1[N:8]([CH2:7][C:6]([OH:5])=[O:29])[C:16]2[C:11]([C:10]=1[CH:17]1[C:21]3[CH:22]=[CH:23][CH:24]=[CH:25][C:20]=3[S:19](=[O:27])(=[O:26])[N:18]1[CH2:31][C:32]1[N:33]=[C:34]([CH3:37])[S:35][CH:36]=1)=[CH:12][CH:13]=[CH:14][CH:15]=2, predict the reactants needed to synthesize it. The reactants are: C([O:5][C:6](=[O:29])[CH2:7][N:8]1[C:16]2[C:11](=[CH:12][CH:13]=[CH:14][CH:15]=2)[C:10]([CH:17]2[C:21]3[CH:22]=[CH:23][CH:24]=[CH:25][C:20]=3[S:19](=[O:27])(=[O:26])[NH:18]2)=[C:9]1[CH3:28])(C)(C)C.Cl[CH2:31][C:32]1[N:33]=[C:34]([CH3:37])[S:35][CH:36]=1.